From a dataset of Catalyst prediction with 721,799 reactions and 888 catalyst types from USPTO. Predict which catalyst facilitates the given reaction. (1) Reactant: [F:1][C:2]1[C:3](I)=[C:4]([CH2:8][C:9]([O:11][CH2:12][CH3:13])=[O:10])[CH:5]=[CH:6][CH:7]=1.[CH2:15]([O:17][C:18]([O:24][CH2:25][CH3:26])([O:21][CH2:22][CH3:23])[C:19]#[CH:20])[CH3:16]. Product: [F:1][C:2]1[C:3]([C:20]#[C:19][C:18]([O:21][CH2:22][CH3:23])([O:17][CH2:15][CH3:16])[O:24][CH2:25][CH3:26])=[C:4]([CH2:8][C:9]([O:11][CH2:12][CH3:13])=[O:10])[CH:5]=[CH:6][CH:7]=1. The catalyst class is: 745. (2) Reactant: [OH:1][C:2]1[CH:9]=[CH:8][C:5]([CH:6]=[O:7])=[CH:4][C:3]=1[O:10][CH3:11].C(=O)([O-])[O-].[Li+].[Li+].F[C:19]1[CH:24]=[CH:23][C:22]([C:25]([F:28])([F:27])[F:26])=[CH:21][C:20]=1[N+:29]([O-:31])=[O:30].O. Product: [CH3:11][O:10][C:3]1[CH:4]=[C:5]([CH:8]=[CH:9][C:2]=1[O:1][C:19]1[CH:24]=[CH:23][C:22]([C:25]([F:28])([F:26])[F:27])=[CH:21][C:20]=1[N+:29]([O-:31])=[O:30])[CH:6]=[O:7]. The catalyst class is: 16. (3) Reactant: [C:1]([NH:4][C:5]1[S:6][C:7]([C:11]2[N:12]=[C:13]([C:16](Cl)=[O:17])[S:14][CH:15]=2)=[C:8]([CH3:10])[N:9]=1)(=[O:3])[CH3:2].[CH3:19][NH:20][CH3:21].C(N(CC)CC)C. Product: [C:1]([NH:4][C:5]1[S:6][C:7]([C:11]2[N:12]=[C:13]([C:16]([N:20]([CH3:21])[CH3:19])=[O:17])[S:14][CH:15]=2)=[C:8]([CH3:10])[N:9]=1)(=[O:3])[CH3:2]. The catalyst class is: 1. (4) Reactant: [CH3:1][O:2][C:3]1[C:4]([CH2:14]OC)=[C:5](B(O)O)[CH:6]=[CH:7][C:8]=1[O:9][CH3:10].[C:17](=[O:20])([O-])[O-].[Cs+].[Cs+].BrC1[CH:32]=[CH:31][CH:30]=[C:29]2[C:25]=1[CH2:26][O:27][C:28]2=[O:33].CN(C)[CH:36]=[O:37]. Product: [CH3:10][O:9][C:8]1[C:3]([O:2][CH2:1][O:20][CH3:17])=[C:4]([C:14]2[CH:32]=[CH:31][CH:30]=[C:29]3[C:25]=2[CH2:26][O:27][C:28]3=[O:33])[CH:5]=[CH:6][C:7]=1[O:37][CH3:36]. The catalyst class is: 73. (5) Reactant: [CH:1]1([CH2:4][S:5]([NH:8][CH:9]([CH3:11])[CH3:10])(=[O:7])=[O:6])[CH2:3][CH2:2]1.[H-].[Na+].[Cl:14][C:15]1[N:20]=[C:19](Cl)[CH:18]=[CH:17][N:16]=1.[NH4+].[Cl-]. Product: [Cl:14][C:15]1[N:20]=[C:19]([N:8]([CH:9]([CH3:11])[CH3:10])[S:5]([CH2:4][CH:1]2[CH2:2][CH2:3]2)(=[O:7])=[O:6])[CH:18]=[CH:17][N:16]=1. The catalyst class is: 3. (6) Reactant: [Cl:1][C:2]1[CH:7]=[C:6](Cl)[N:5]=[CH:4][N:3]=1.C(=O)([O-])[O-].[Na+].[Na+].[C:15]1(B(O)O)[CH:20]=[CH:19][CH:18]=[CH:17][CH:16]=1. Product: [Cl:1][C:2]1[CH:7]=[C:6]([C:15]2[CH:20]=[CH:19][CH:18]=[CH:17][CH:16]=2)[N:5]=[CH:4][N:3]=1. The catalyst class is: 564. (7) Reactant: [CH2:1]([O:8][C:9]1[C:14]([N+:15]([O-:17])=[O:16])=[C:13](Cl)[CH:12]=[CH:11][N:10]=1)[C:2]1[CH:7]=[CH:6][CH:5]=[CH:4][CH:3]=1.[Cl:19][C:20]1[CH:25]=[C:24]([Cl:26])[CH:23]=[CH:22][C:21]=1B(O)O.CCOC(C)=O.O. Product: [CH2:1]([O:8][C:9]1[C:14]([N+:15]([O-:17])=[O:16])=[C:13]([C:23]2[CH:22]=[CH:21][C:20]([Cl:19])=[CH:25][C:24]=2[Cl:26])[CH:12]=[CH:11][N:10]=1)[C:2]1[CH:7]=[CH:6][CH:5]=[CH:4][CH:3]=1. The catalyst class is: 600. (8) Reactant: [N+:1]([C:4]1[CH:5]=[C:6]([CH:10]=[CH:11][CH:12]=1)[C:7](Cl)=[O:8])([O-:3])=[O:2].[CH3:13][NH2:14]. Product: [CH3:13][NH:14][C:7](=[O:8])[C:6]1[CH:10]=[CH:11][CH:12]=[C:4]([N+:1]([O-:3])=[O:2])[CH:5]=1. The catalyst class is: 6. (9) Reactant: [NH2:1][C:2]1[C:7]2[C:8]([C:23]3[CH:24]=[N:25][C:26]4[C:31]([CH:32]=3)=[CH:30][CH:29]=[CH:28][CH:27]=4)=[C:9]3[N:13]([C:6]=2[N:5]=[CH:4][N:3]=1)[CH2:12][C@@H:11]([NH:14][C:15](=[O:21])[O:16][C:17]([CH3:20])([CH3:19])[CH3:18])[C:10]3=[CH2:22].C(O)C. Product: [NH2:1][C:2]1[C:7]2[C:8]([C:23]3[CH:24]=[N:25][C:26]4[C:31]([CH:32]=3)=[CH:30][CH:29]=[CH:28][CH:27]=4)=[C:9]3[N:13]([C:6]=2[N:5]=[CH:4][N:3]=1)[CH2:12][C@@H:11]([NH:14][C:15](=[O:21])[O:16][C:17]([CH3:18])([CH3:19])[CH3:20])[CH:10]3[CH3:22]. The catalyst class is: 586. (10) Reactant: C(O)CO.[S:5]1[C:9]2[CH:10]=[CH:11][CH:12]=[C:13]([CH:14](C#N)[C:15]([O:17]C(C)(C)C)=[O:16])[C:8]=2[CH:7]=[CH:6]1.[OH-].[K+].O. Product: [S:5]1[C:9]2[CH:10]=[CH:11][CH:12]=[C:13]([CH2:14][C:15]([OH:17])=[O:16])[C:8]=2[CH:7]=[CH:6]1. The catalyst class is: 11.